This data is from Forward reaction prediction with 1.9M reactions from USPTO patents (1976-2016). The task is: Predict the product of the given reaction. (1) Given the reactants CS(O[CH:6]1[CH2:10][CH2:9][N:8]([C:11]2[CH:16]=[CH:15][C:14]([N+:17]([O-:19])=[O:18])=[CH:13][CH:12]=2)[CH2:7]1)(=O)=O, predict the reaction product. The product is: [N+:17]([C:14]1[CH:15]=[CH:16][C:11]([N:8]2[CH2:9][CH2:10][CH:6]([N:8]3[CH2:9][CH2:10][CH2:6][CH2:7]3)[CH2:7]2)=[CH:12][CH:13]=1)([O-:19])=[O:18]. (2) Given the reactants C(OC([NH:8][NH:9][C:10]([C:12]1[CH:16]=[N:15][S:14][N:13]=1)=[O:11])=O)(C)(C)C.Cl.O1CCOCC1, predict the reaction product. The product is: [S:14]1[N:15]=[CH:16][C:12]([C:10]([NH:9][NH2:8])=[O:11])=[N:13]1. (3) Given the reactants Cl.[Br:2][C:3]1[N:8]=[CH:7][C:6]([CH2:9][C@H:10]2[C:15]([O:16][CH3:17])=N[C@H](C(C)C)C(OC)=[N:11]2)=[CH:5][CH:4]=1.C(N(CC)CC)C.[C:41]([O:40][C:38](O[C:38]([O:40][C:41]([CH3:44])([CH3:43])[CH3:42])=[O:39])=[O:39])([CH3:44])([CH3:43])[CH3:42].C1C[O:48]CC1, predict the reaction product. The product is: [Br:2][C:3]1[N:8]=[CH:7][C:6]([CH2:9][C@@H:10]([C:15]([O:16][CH3:17])=[O:48])[NH:11][C:38]([O:40][C:41]([CH3:42])([CH3:43])[CH3:44])=[O:39])=[CH:5][CH:4]=1. (4) Given the reactants [O:1]=[C:2]1[CH2:10][C:9]2[C:4](=[CH:5][CH:6]=[C:7]([C:11]#[N:12])[CH:8]=2)[NH:3]1.[N:13]1[CH:18]=[CH:17][C:16](/[CH:19]=[CH:20]/[C:21]2[C:29]3[C:24](=[CH:25][C:26]([CH:30]=O)=[CH:27][CH:28]=3)[N:23](COCC[Si](C)(C)C)[N:22]=2)=[CH:15][CH:14]=1, predict the reaction product. The product is: [O:1]=[C:2]1[C:10](=[CH:30][C:26]2[CH:25]=[C:24]3[C:29]([C:21](/[CH:20]=[CH:19]/[C:16]4[CH:15]=[CH:14][N:13]=[CH:18][CH:17]=4)=[N:22][NH:23]3)=[CH:28][CH:27]=2)[C:9]2[C:4](=[CH:5][CH:6]=[C:7]([C:11]#[N:12])[CH:8]=2)[NH:3]1. (5) Given the reactants Cl[C:2]1[C:7]([O:8][CH3:9])=[CH:6][CH:5]=[CH:4][N:3]=1.[CH3:10][N:11]1[CH2:16][CH2:15][NH:14][CH2:13][CH2:12]1.C1C=CC(P(C2C(C3C(P(C4C=CC=CC=4)C4C=CC=CC=4)=CC=C4C=3C=CC=C4)=C3C(C=CC=C3)=CC=2)C2C=CC=CC=2)=CC=1.C([O-])([O-])=O.[Cs+].[Cs+], predict the reaction product. The product is: [O:8]([C:7]1[C:2]([N:14]2[CH2:15][CH2:16][N:11]([CH3:10])[CH2:12][CH2:13]2)=[N:3][CH:4]=[CH:5][CH:6]=1)[CH3:9]. (6) Given the reactants [F:1][C:2]1[C:11]2[O:10][CH2:9][C@H:8]3[C@@H:12](C(O)=O)[C@H:7]3[C:6]=2[C:5]([F:16])=[CH:4][CH:3]=1.C([N:19]([CH2:22]C)CC)C.[NH2:24][C:25]1[CH:30]=[CH:29][C:28]([F:31])=[CH:27][N:26]=1.C1C=CC(P(N=[N+]=[N-])(C2C=CC=CC=2)=[O:39])=CC=1, predict the reaction product. The product is: [F:1][C:2]1[C:11]2[O:10][CH2:9][C@H:8]3[C@@H:12]([NH:19][C:22]([NH:24][C:25]4[CH:30]=[CH:29][C:28]([F:31])=[CH:27][N:26]=4)=[O:39])[C@H:7]3[C:6]=2[C:5]([F:16])=[CH:4][CH:3]=1. (7) Given the reactants [N:1]12[CH2:26][CH2:25][O:24]CCO[CH2:17][CH2:18][N:1]([CH2:2][CH2:3]OCCO[CH2:17][CH2:18]1)[CH2:26][CH2:25][O:24]CCO[CH2:3][CH2:2]2.[Al].[O-:28][Mn](=O)(=O)=O.[K+].[OH2:34], predict the reaction product. The product is: [C:25](=[O:24])([OH:28])[O-:34].[CH2:2]([NH+:1]([CH2:26][CH3:25])[CH2:18][CH3:17])[CH3:3]. (8) Given the reactants [CH2:1]([N:8]1[C:13]([CH3:15])([CH3:14])[CH2:12][N:11]([C:16]([C:18]2[CH:23]=[C:22]([C:24]3[CH:29]=[CH:28][C:27]([O:30][CH3:31])=[CH:26][C:25]=3OC)[N:21]=[C:20]3[N:34]([CH:38]4[CH2:43][CH2:42][CH2:41][CH2:40][O:39]4)[N:35]=[C:36]([CH3:37])[C:19]=23)=O)[C:10]([CH3:45])([CH3:44])[CH2:9]1)[C:2]1[CH:7]=[CH:6][CH:5]=[CH:4][CH:3]=1.B.CSC.C1C[O:53][CH2:52]C1, predict the reaction product. The product is: [CH2:1]([N:8]1[C:13]([CH3:15])([CH3:14])[CH2:12][N:11]([CH2:16][C:18]2[CH:23]=[C:22]([C:24]3[CH:29]=[CH:28][C:27]([O:30][CH2:31][O:53][CH3:52])=[CH:26][CH:25]=3)[N:21]=[C:20]3[N:34]([CH:38]4[CH2:43][CH2:42][CH2:41][CH2:40][O:39]4)[N:35]=[C:36]([CH3:37])[C:19]=23)[C:10]([CH3:45])([CH3:44])[CH2:9]1)[C:2]1[CH:7]=[CH:6][CH:5]=[CH:4][CH:3]=1. (9) The product is: [CH2:1]([O:8][C:9]1[CH:14]=[C:13]([O:15][CH2:16][C:17]2[CH:22]=[CH:21][CH:20]=[CH:19][CH:18]=2)[C:12]([CH:23]([CH3:25])[CH3:24])=[CH:11][C:10]=1[C:26]1[O:30][N:29]=[C:28]([C:31]([NH:32][CH2:33][CH3:34])=[O:35])[C:27]=1[C:36]1[N:40]=[C:39]([C:41]([N:46]2[CH2:50][CH2:49][CH2:48][CH2:47]2)=[O:43])[O:38][N:37]=1)[C:2]1[CH:7]=[CH:6][CH:5]=[CH:4][CH:3]=1. Given the reactants [CH2:1]([O:8][C:9]1[CH:14]=[C:13]([O:15][CH2:16][C:17]2[CH:22]=[CH:21][CH:20]=[CH:19][CH:18]=2)[C:12]([CH:23]([CH3:25])[CH3:24])=[CH:11][C:10]=1[C:26]1[O:30][N:29]=[C:28]([C:31](=[O:35])[NH:32][CH2:33][CH3:34])[C:27]=1[C:36]1[N:40]=[C:39]([C:41]([O:43]CC)=O)[O:38][N:37]=1)[C:2]1[CH:7]=[CH:6][CH:5]=[CH:4][CH:3]=1.[NH:46]1[CH2:50][CH2:49][CH2:48][CH2:47]1, predict the reaction product. (10) Given the reactants Br[C:2]1[N:6]2[N:7]=[CH:8][C:9]([C:11]([F:14])([F:13])[F:12])=[N:10][C:5]2=[N:4][CH:3]=1.[Cl:15][C:16]1[CH:21]=[CH:20][C:19](B2OCC(C)(C)CO2)=[CH:18][C:17]=1[C:30]1[CH:31]=[N:32][CH:33]=[CH:34][CH:35]=1.C([O-])([O-])=O.[Na+].[Na+], predict the reaction product. The product is: [Cl:15][C:16]1[CH:21]=[CH:20][C:19]([C:2]2[N:6]3[N:7]=[CH:8][C:9]([C:11]([F:14])([F:13])[F:12])=[N:10][C:5]3=[N:4][CH:3]=2)=[CH:18][C:17]=1[C:30]1[CH:31]=[N:32][CH:33]=[CH:34][CH:35]=1.